Task: Predict the reaction yield, written as a fraction of the theoretical maximum amount of product (1.0 means a 100% yield; for example, 0.34 means a 34% yield).. Dataset: Reaction yield outcomes from USPTO patents with 853,638 reactions (1) The reactants are [C:1]([C:5]1[CH:10]=[CH:9][C:8]([S:11]([N:14]2[C@@H:19]([CH3:20])[CH2:18][N:17](C(OCC3C=CC=CC=3)=O)[CH2:16][C@@H:15]2[CH3:31])(=[O:13])=[O:12])=[CH:7][CH:6]=1)([CH3:4])([CH3:3])[CH3:2]. The catalyst is CO.[Pd]. The product is [C:1]([C:5]1[CH:6]=[CH:7][C:8]([S:11]([N:14]2[C@@H:19]([CH3:20])[CH2:18][NH:17][CH2:16][C@@H:15]2[CH3:31])(=[O:13])=[O:12])=[CH:9][CH:10]=1)([CH3:4])([CH3:2])[CH3:3]. The yield is 0.539. (2) The reactants are C([N:3](CC)CC)C.ClC(OCC)=O.[C:14]([N:21]1[CH2:26][CH2:25][CH2:24][C@@H:23]([C:27]([OH:29])=O)[CH2:22]1)([O:16][C:17]([CH3:20])([CH3:19])[CH3:18])=[O:15]. The catalyst is C(Cl)(Cl)Cl. The product is [C:17]([O:16][C:14]([N:21]1[CH2:26][CH2:25][CH2:24][C@@H:23]([C:27](=[O:29])[NH2:3])[CH2:22]1)=[O:15])([CH3:20])([CH3:19])[CH3:18]. The yield is 1.00. (3) The reactants are Br[C:2]1[C:6](=[O:7])[C:5]([CH3:9])([CH3:8])[O:4][C:3]=1[C:10]1[CH:11]=[CH:12][C:13]([O:18][CH3:19])=[C:14]([CH:17]=1)[C:15]#[N:16].CC1(C)C(C)(C)OB([C:28]2[CH:45]=[CH:44][C:31]([O:32][CH2:33][C:34]3[CH:43]=[CH:42][C:41]4[C:36](=[CH:37][CH:38]=[CH:39][CH:40]=4)[N:35]=3)=[CH:30][CH:29]=2)O1.C([O-])([O-])=O.[Cs+].[Cs+]. The catalyst is C1(C)C=CC=CC=1.O.C1C=CC(P(C2C=CC=CC=2)[C-]2C=CC=C2)=CC=1.C1C=CC(P(C2C=CC=CC=2)[C-]2C=CC=C2)=CC=1.Cl[Pd]Cl.[Fe+2]. The product is [CH3:8][C:5]1([CH3:9])[O:4][C:3]([C:10]2[CH:11]=[CH:12][C:13]([O:18][CH3:19])=[C:14]([CH:17]=2)[C:15]#[N:16])=[C:2]([C:28]2[CH:29]=[CH:30][C:31]([O:32][CH2:33][C:34]3[CH:43]=[CH:42][C:41]4[C:36](=[CH:37][CH:38]=[CH:39][CH:40]=4)[N:35]=3)=[CH:44][CH:45]=2)[C:6]1=[O:7]. The yield is 0.580. (4) The reactants are [Br:1][C:2]1[N:7]=[C:6]([CH3:8])[N:5]=[C:4]([CH2:9][OH:10])[CH:3]=1.CC(OI1(OC(C)=O)(OC(C)=O)OC(=O)C2C=CC=CC1=2)=O. The catalyst is C(Cl)Cl. The product is [Br:1][C:2]1[N:7]=[C:6]([CH3:8])[N:5]=[C:4]([CH:9]=[O:10])[CH:3]=1. The yield is 0.741. (5) The reactants are [CH3:1][O:2][C:3]1[CH:14]=[CH:13][C:6]([CH2:7][O:8][CH2:9][C:10]([OH:12])=O)=[CH:5][CH:4]=1.Cl.[CH3:16][NH:17][O:18][CH3:19].F[P-](F)(F)(F)(F)F.N1(O[P+](N(C)C)(N(C)C)N(C)C)C2C=CC=CC=2N=N1. The catalyst is C(Cl)Cl. The product is [CH3:19][O:18][N:17]([CH3:16])[C:10](=[O:12])[CH2:9][O:8][CH2:7][C:6]1[CH:5]=[CH:4][C:3]([O:2][CH3:1])=[CH:14][CH:13]=1. The yield is 0.690. (6) The reactants are [CH2:1]1[O:9][C:8]2[C:3](=[C:4]([NH:10][C:11](=[O:35])[CH2:12][N:13]3[CH:17]=[C:16]([O:18][C:19]4[C:28]5[C:23](=[CH:24][C:25]([O:33][CH3:34])=[C:26]([O:29][CH2:30][CH2:31]Cl)[CH:27]=5)[N:22]=[CH:21][N:20]=4)[CH:15]=[N:14]3)[CH:5]=[CH:6][CH:7]=2)[O:2]1.[OH:36][CH:37]1[CH2:42][CH2:41][NH:40][CH2:39][CH2:38]1. No catalyst specified. The product is [CH2:1]1[O:9][C:8]2[C:3](=[C:4]([NH:10][C:11](=[O:35])[CH2:12][N:13]3[CH:17]=[C:16]([O:18][C:19]4[C:28]5[C:23](=[CH:24][C:25]([O:33][CH3:34])=[C:26]([O:29][CH2:30][CH2:31][N:40]6[CH2:41][CH2:42][CH:37]([OH:36])[CH2:38][CH2:39]6)[CH:27]=5)[N:22]=[CH:21][N:20]=4)[CH:15]=[N:14]3)[CH:5]=[CH:6][CH:7]=2)[O:2]1. The yield is 0.680.